From a dataset of Forward reaction prediction with 1.9M reactions from USPTO patents (1976-2016). Predict the product of the given reaction. (1) Given the reactants Br[C:2]1[CH:3]=[N:4][C:5]2[C:10]([C:11]=1[C:12]1[CH:17]=[CH:16][CH:15]=[CH:14][C:13]=1[O:18][CH3:19])=[CH:9][CH:8]=[C:7]([S:20]([N:23]([CH2:29][C:30]1[CH:35]=[CH:34][C:33]([O:36][CH3:37])=[CH:32][CH:31]=1)[C:24]1[S:25][CH:26]=[CH:27][N:28]=1)(=[O:22])=[O:21])[CH:6]=2.[C:38]([Zn]C#N)#[N:39], predict the reaction product. The product is: [C:38]([C:2]1[CH:3]=[N:4][C:5]2[C:10]([C:11]=1[C:12]1[CH:17]=[CH:16][CH:15]=[CH:14][C:13]=1[O:18][CH3:19])=[CH:9][CH:8]=[C:7]([S:20]([N:23]([CH2:29][C:30]1[CH:31]=[CH:32][C:33]([O:36][CH3:37])=[CH:34][CH:35]=1)[C:24]1[S:25][CH:26]=[CH:27][N:28]=1)(=[O:21])=[O:22])[CH:6]=2)#[N:39]. (2) The product is: [N:10]1[CH:9]=[CH:8][N:5]2[CH:6]=[CH:7][C:2]([C:35]3[CH:40]=[CH:39][C:38]([S:41]([N:44]4[CH2:59][CH2:58][C:47]5([O:52][CH2:51][C:50](=[O:53])[N:49]([C:54]6([CH3:57])[CH2:56][CH2:55]6)[CH2:48]5)[CH2:46][CH2:45]4)(=[O:43])=[O:42])=[CH:37][CH:36]=3)=[CH:3][C:4]=12. Given the reactants Br[C:2]1[CH:7]=[CH:6][N:5]2[CH:8]=[CH:9][N:10]=[C:4]2[CH:3]=1.CC1(C)C(C)(C)OB(B2OC(C)(C)C(C)(C)O2)O1.C([O-])(=O)C.[K+].Br[C:35]1[CH:40]=[CH:39][C:38]([S:41]([N:44]2[CH2:59][CH2:58][C:47]3([O:52][CH2:51][C:50](=[O:53])[N:49]([C:54]4([CH3:57])[CH2:56][CH2:55]4)[CH2:48]3)[CH2:46][CH2:45]2)(=[O:43])=[O:42])=[CH:37][CH:36]=1.C(=O)([O-])[O-].[Cs+].[Cs+], predict the reaction product. (3) Given the reactants Br[C:2]1[CH:3]=[N:4][CH:5]=[C:6]([Br:9])[C:7]=1[CH3:8].[C:10]([Cu])#[N:11].CCOC(C)=O, predict the reaction product. The product is: [Br:9][C:6]1[C:7]([CH3:8])=[C:2]([C:10]#[N:11])[CH:3]=[N:4][CH:5]=1. (4) Given the reactants [H-].[Na+].[Cl-].[F:4][C:5]([F:35])([F:34])[C:6]1[CH:33]=[CH:32][C:9](/[CH:10]=[CH:11]/[CH2:12][P+](C2C=CC=CC=2)(C2C=CC=CC=2)C2C=CC=CC=2)=[CH:8][CH:7]=1.[Cl:36][C:37]1[CH:52]=[CH:51][C:40]([CH2:41][S:42][C@H:43]2[CH2:48][CH2:47][C@H:46]([CH:49]=O)[CH2:45][CH2:44]2)=[CH:39][CH:38]=1, predict the reaction product. The product is: [F:35][C:5]([F:4])([F:34])[C:6]1[CH:7]=[CH:8][C:9](/[CH:10]=[CH:11]/[CH:12]=[CH:49]/[C@H:46]2[CH2:45][CH2:44][C@H:43]([S:42][CH2:41][C:40]3[CH:51]=[CH:52][C:37]([Cl:36])=[CH:38][CH:39]=3)[CH2:48][CH2:47]2)=[CH:32][CH:33]=1. (5) Given the reactants [Br:1]Br.[F:3][C:4]([F:14])([F:13])[O:5][C:6]1[CH:11]=[CH:10][CH:9]=[CH:8][C:7]=1[OH:12].C([O-])(=O)C.[Na+], predict the reaction product. The product is: [Br:1][C:10]1[CH:9]=[CH:8][C:7]([OH:12])=[C:6]([O:5][C:4]([F:13])([F:14])[F:3])[CH:11]=1. (6) Given the reactants Cl.[C:2]([NH2:10])(=[NH:9])[C:3]1[CH:8]=[CH:7][CH:6]=[CH:5][CH:4]=1.C[O-].[Na+].Br[CH2:15][C:16]([C:18]1[CH:23]=[CH:22][C:21]([Cl:24])=[CH:20][C:19]=1[Cl:25])=O, predict the reaction product. The product is: [C:3]1([C:2]2[NH:9][CH:15]=[C:16]([C:18]3[CH:23]=[CH:22][C:21]([Cl:24])=[CH:20][C:19]=3[Cl:25])[N:10]=2)[CH:8]=[CH:7][CH:6]=[CH:5][CH:4]=1.